Dataset: Peptide-MHC class I binding affinity with 185,985 pairs from IEDB/IMGT. Task: Regression. Given a peptide amino acid sequence and an MHC pseudo amino acid sequence, predict their binding affinity value. This is MHC class I binding data. (1) The peptide sequence is FFLYDRLAS. The MHC is HLA-A02:01 with pseudo-sequence HLA-A02:01. The binding affinity (normalized) is 0.0205. (2) The peptide sequence is IVSDSKKIM. The MHC is HLA-A02:06 with pseudo-sequence HLA-A02:06. The binding affinity (normalized) is 0. (3) The peptide sequence is ALEAKIAQL. The MHC is HLA-A02:02 with pseudo-sequence HLA-A02:02. The binding affinity (normalized) is 0.751. (4) The peptide sequence is SVINRVSENT. The MHC is HLA-A68:02 with pseudo-sequence HLA-A68:02. The binding affinity (normalized) is 0.450.